Dataset: NCI-60 drug combinations with 297,098 pairs across 59 cell lines. Task: Regression. Given two drug SMILES strings and cell line genomic features, predict the synergy score measuring deviation from expected non-interaction effect. Drug 1: CC(C1=C(C=CC(=C1Cl)F)Cl)OC2=C(N=CC(=C2)C3=CN(N=C3)C4CCNCC4)N. Drug 2: COC1=NC(=NC2=C1N=CN2C3C(C(C(O3)CO)O)O)N. Cell line: HT29. Synergy scores: CSS=5.12, Synergy_ZIP=-1.23, Synergy_Bliss=1.74, Synergy_Loewe=-5.44, Synergy_HSA=-0.372.